Dataset: Forward reaction prediction with 1.9M reactions from USPTO patents (1976-2016). Task: Predict the product of the given reaction. (1) The product is: [CH2:29]([O:36][C:37]([NH:38][C:39]1[CH:44]=[CH:43][C:42]([C:15]2[CH2:20][CH2:19][N:18]([C:21]([O:23][C:24]([CH3:25])([CH3:26])[CH3:27])=[O:22])[CH2:17][CH:16]=2)=[CH:41][C:40]=1[CH2:46][CH3:47])=[O:48])[C:30]1[CH:31]=[CH:32][CH:33]=[CH:34][CH:35]=1. Given the reactants C(=O)([O-])[O-].[K+].[K+].CC1(C)C(C)(C)OB([C:15]2[CH2:20][CH2:19][N:18]([C:21]([O:23][C:24]([CH3:27])([CH3:26])[CH3:25])=[O:22])[CH2:17][CH:16]=2)O1.[CH2:29]([O:36][C:37](=[O:48])[NH:38][C:39]1[CH:44]=[CH:43][C:42](Br)=[CH:41][C:40]=1[CH2:46][CH3:47])[C:30]1[CH:35]=[CH:34][CH:33]=[CH:32][CH:31]=1, predict the reaction product. (2) Given the reactants Br[C:2]1[CH:11]=[CH:10][C:9]2[C:4](=[CH:5][CH:6]=[C:7]([O:12][CH3:13])[CH:8]=2)[CH:3]=1.[CH3:14][O:15][C:16]1[CH:21]=[CH:20][C:19](B(O)O)=[CH:18][CH:17]=1.C1(P(C2C=CC=CC=2)C2C=CC=CC=2)C=CC=CC=1.C([O-])([O-])=O.[Na+].[Na+], predict the reaction product. The product is: [CH3:13][O:12][C:7]1[CH:6]=[CH:5][C:4]2[C:9](=[CH:10][CH:11]=[C:2]([C:19]3[CH:20]=[CH:21][C:16]([O:15][CH3:14])=[CH:17][CH:18]=3)[CH:3]=2)[CH:8]=1. (3) Given the reactants [OH:1][C:2]1[CH:3]=[C:4]([CH:7]=[CH:8][CH:9]=1)[CH2:5]O.C(N(CC)CC)C.S(Cl)([Cl:19])=O, predict the reaction product. The product is: [OH:1][C:2]1[CH:3]=[C:4]([CH:7]=[CH:8][CH:9]=1)[CH2:5][Cl:19]. (4) Given the reactants [C:1]([C:3]([C:6]1[CH:7]=[C:8]([CH:36]=[CH:37][CH:38]=1)[C:9]([NH:11][C:12]1[CH:17]=[CH:16][CH:15]=[C:14]([O:18][C:19]2[CH:20]=[N:21][C:22]([NH:25][S:26]([C:29]3[CH:34]=[CH:33][C:32]([CH3:35])=[CH:31][CH:30]=3)(=[O:28])=[O:27])=[CH:23][CH:24]=2)[CH:13]=1)=[O:10])([CH3:5])[CH3:4])#[N:2].C(N(CC)C(C)C)(C)C.I[CH2:49][C:50]([NH2:52])=[O:51], predict the reaction product. The product is: [NH2:52][C:50](=[O:51])[CH2:49][N:21]1[C:22](=[N:25][S:26]([C:29]2[CH:30]=[CH:31][C:32]([CH3:35])=[CH:33][CH:34]=2)(=[O:27])=[O:28])[CH:23]=[CH:24][C:19]([O:18][C:14]2[CH:13]=[C:12]([NH:11][C:9](=[O:10])[C:8]3[CH:36]=[CH:37][CH:38]=[C:6]([C:3]([C:1]#[N:2])([CH3:5])[CH3:4])[CH:7]=3)[CH:17]=[CH:16][CH:15]=2)=[CH:20]1. (5) Given the reactants [NH2:1][C@@H:2]([CH3:6])[C:3]([OH:5])=[O:4].[CH3:7][C:8]([O:11][C:12](O[C:12]([O:11][C:8]([CH3:10])([CH3:9])[CH3:7])=[O:13])=[O:13])([CH3:10])[CH3:9].[OH-].[Na+], predict the reaction product. The product is: [C:8]([O:11][C:12]([NH:1][C@@H:2]([CH3:6])[C:3]([OH:5])=[O:4])=[O:13])([CH3:10])([CH3:9])[CH3:7]. (6) Given the reactants [CH2:1]([N:5]1[CH2:10][CH2:9][N:8]([C:11]2[CH:16]=[CH:15][C:14]([N+:17]([O-])=O)=[CH:13][N:12]=2)[CH2:7][CH2:6]1)[CH:2]([CH3:4])[CH3:3].[H][H], predict the reaction product. The product is: [CH2:1]([N:5]1[CH2:10][CH2:9][N:8]([C:11]2[N:12]=[CH:13][C:14]([NH2:17])=[CH:15][CH:16]=2)[CH2:7][CH2:6]1)[CH:2]([CH3:4])[CH3:3].